This data is from Full USPTO retrosynthesis dataset with 1.9M reactions from patents (1976-2016). The task is: Predict the reactants needed to synthesize the given product. (1) Given the product [CH:1]([O:4][C:5]([N:7]1[CH2:12][CH2:11][CH:10]([CH:13]2[CH2:17][C:16]3[CH:18]=[C:19]([C:32]4[N:37]=[N:36][C:35]([NH:38][C:39](=[O:41])[CH3:40])=[CH:34][CH:33]=4)[CH:20]=[CH:21][C:15]=3[O:14]2)[CH2:9][CH2:8]1)=[O:6])([CH3:2])[CH3:3], predict the reactants needed to synthesize it. The reactants are: [CH:1]([O:4][C:5]([N:7]1[CH2:12][CH2:11][CH:10]([CH:13]2[CH2:17][C:16]3[CH:18]=[C:19](B4OC(C)(C)C(C)(C)O4)[CH:20]=[CH:21][C:15]=3[O:14]2)[CH2:9][CH2:8]1)=[O:6])([CH3:3])[CH3:2].Cl[C:32]1[N:37]=[N:36][C:35]([NH:38][C:39](=[O:41])[CH3:40])=[CH:34][CH:33]=1.C([O-])([O-])=O.[Na+].[Na+]. (2) Given the product [CH3:23][C:21]1([CH3:24])[C:20]([CH3:25])([CH3:26])[O:19][B:18]([C:15]2[CH:14]=[CH:13][C:12]([CH2:11][N:3]3[CH2:8][CH2:7][O:6][CH2:5][C:4]3=[O:9])=[CH:17][CH:16]=2)[O:22]1, predict the reactants needed to synthesize it. The reactants are: [H-].[Na+].[NH:3]1[CH2:8][CH2:7][O:6][CH2:5][C:4]1=[O:9].Br[CH2:11][C:12]1[CH:17]=[CH:16][C:15]([B:18]2[O:22][C:21]([CH3:24])([CH3:23])[C:20]([CH3:26])([CH3:25])[O:19]2)=[CH:14][CH:13]=1. (3) Given the product [CH2:37]([C:29]1[N:28]([C:17]2[N:16]=[C:15]3[C:20]([N:21]=[C:13]([C:10]4([F:12])[CH2:11][NH:8][CH2:9]4)[N:14]3[CH3:39])=[C:19]([N:22]3[CH2:27][CH2:26][O:25][CH2:24][CH2:23]3)[N:18]=2)[C:32]2[CH:33]=[CH:34][CH:35]=[CH:36][C:31]=2[N:30]=1)[CH3:38], predict the reactants needed to synthesize it. The reactants are: C(OC([N:8]1[CH2:11][C:10]([C:13]2[N:14]([CH3:39])[C:15]3[C:20]([N:21]=2)=[C:19]([N:22]2[CH2:27][CH2:26][O:25][CH2:24][CH2:23]2)[N:18]=[C:17]([N:28]2[C:32]4[CH:33]=[CH:34][CH:35]=[CH:36][C:31]=4[N:30]=[C:29]2[CH2:37][CH3:38])[N:16]=3)([F:12])[CH2:9]1)=O)(C)(C)C.C(O)(C(F)(F)F)=O. (4) Given the product [CH:7]([N:5]([CH3:6])[C:3](=[O:4])[C@@H:2]([NH:1][C:37]([NH:36][C:28]1[CH:29]=[C:30]([C:32]([F:33])([F:34])[F:35])[CH:31]=[C:26]([C:25]([F:24])([F:39])[F:40])[CH:27]=1)=[S:38])[C:20]([CH3:23])([CH3:22])[CH3:21])([C:14]1[CH:19]=[CH:18][CH:17]=[CH:16][CH:15]=1)[C:8]1[CH:9]=[CH:10][CH:11]=[CH:12][CH:13]=1, predict the reactants needed to synthesize it. The reactants are: [NH2:1][C@@H:2]([C:20]([CH3:23])([CH3:22])[CH3:21])[C:3]([N:5]([CH:7]([C:14]1[CH:19]=[CH:18][CH:17]=[CH:16][CH:15]=1)[C:8]1[CH:13]=[CH:12][CH:11]=[CH:10][CH:9]=1)[CH3:6])=[O:4].[F:24][C:25]([F:40])([F:39])[C:26]1[CH:27]=[C:28]([N:36]=[C:37]=[S:38])[CH:29]=[C:30]([C:32]([F:35])([F:34])[F:33])[CH:31]=1. (5) Given the product [C:33]([NH:32][C:30]1[C:23]2[N:24]=[C:25]([NH:46][C:47]3[CH:52]=[CH:51][C:50]([N:53]4[CH2:58][CH2:57][N:56]([C:59]([O:61][C:62]([CH3:65])([CH3:64])[CH3:63])=[O:60])[CH2:55][CH2:54]4)=[CH:49][CH:48]=3)[N:26]=[CH:27][C:22]=2[C:21](=[O:36])[N:20]([C:14]2[C:13]([Cl:12])=[CH:18][CH:17]=[CH:16][C:15]=2[Cl:19])[CH:31]=1)(=[O:35])[CH3:34], predict the reactants needed to synthesize it. The reactants are: C1C=C(Cl)C=C(C(OO)=O)C=1.[Cl:12][C:13]1[CH:18]=[CH:17][CH:16]=[C:15]([Cl:19])[C:14]=1[N:20]1[CH:31]=[C:30]([NH:32][C:33](=[O:35])[CH3:34])[C:23]2[N:24]=[C:25](SC)[N:26]=[CH:27][C:22]=2[C:21]1=[O:36].CCN(C(C)C)C(C)C.[NH2:46][C:47]1[CH:52]=[CH:51][C:50]([N:53]2[CH2:58][CH2:57][N:56]([C:59]([O:61][C:62]([CH3:65])([CH3:64])[CH3:63])=[O:60])[CH2:55][CH2:54]2)=[CH:49][CH:48]=1. (6) The reactants are: [OH:1][CH2:2][C@@H:3]1[CH2:7][CH2:6][CH2:5][N:4]1[C:8]1[C:9]([C:22]2[CH:27]=[CH:26][CH:25]=[CH:24][CH:23]=2)=[N:10][C:11]2[C:16]([N:17]=1)=[CH:15][C:14]([C:18]([O:20]C)=[O:19])=[CH:13][CH:12]=2.[OH-].[Na+]. Given the product [OH:1][CH2:2][C@@H:3]1[CH2:7][CH2:6][CH2:5][N:4]1[C:8]1[C:9]([C:22]2[CH:27]=[CH:26][CH:25]=[CH:24][CH:23]=2)=[N:10][C:11]2[C:16]([N:17]=1)=[CH:15][C:14]([C:18]([OH:20])=[O:19])=[CH:13][CH:12]=2, predict the reactants needed to synthesize it.